Dataset: Forward reaction prediction with 1.9M reactions from USPTO patents (1976-2016). Task: Predict the product of the given reaction. (1) Given the reactants [Cl:1][C:2]1[C:10]2[NH:9][C:8]3[CH2:11][CH2:12][N:13]4[C@@H:17]([C:7]=3[C:6]=2[CH:5]=[C:4]([F:18])[CH:3]=1)[CH2:16][CH2:15][CH2:14]4.[H-].[Na+].[CH3:21][C:22]1([C:25]2[CH:30]=[CH:29][N:28]=[CH:27][CH:26]=2)[CH2:24][O:23]1, predict the reaction product. The product is: [Cl:1][C:2]1[C:10]2[N:9]([CH2:21][C:22]([C:25]3[CH:30]=[CH:29][N:28]=[CH:27][CH:26]=3)([OH:23])[CH3:24])[C:8]3[CH2:11][CH2:12][N:13]4[C@@H:17]([C:7]=3[C:6]=2[CH:5]=[C:4]([F:18])[CH:3]=1)[CH2:16][CH2:15][CH2:14]4. (2) Given the reactants Cl.C([NH:5][C:6]([CH2:17][C:18]1[CH:23]=[C:22]([C:24]([F:27])([F:26])[F:25])[C:21]([NH2:28])=[C:20]([Cl:29])[CH:19]=1)(C(OCC)=O)[C:7]([O:9]CC)=[O:8])(=O)C, predict the reaction product. The product is: [ClH:29].[NH2:5][CH:6]([CH2:17][C:18]1[CH:23]=[C:22]([C:24]([F:26])([F:27])[F:25])[C:21]([NH2:28])=[C:20]([Cl:29])[CH:19]=1)[C:7]([OH:9])=[O:8]. (3) Given the reactants [CH2:1]([N:3]([CH2:14][C:15]1[N:19](C(OC(C)(C)C)=O)[C:18]2[CH:27]=[CH:28][C:29]([C:31](OC)=[O:32])=[CH:30][C:17]=2[N:16]=1)[CH:4]1[C:13]2[N:12]=[CH:11][CH:10]=[CH:9][C:8]=2[CH2:7][CH2:6][CH2:5]1)[CH3:2].[CH2:35]([NH2:38])[CH2:36][NH2:37], predict the reaction product. The product is: [NH2:37][CH2:36][CH2:35][NH:38][C:31]([C:29]1[CH:28]=[CH:27][C:18]2[NH:19][C:15]([CH2:14][N:3]([CH2:1][CH3:2])[CH:4]3[C:13]4[N:12]=[CH:11][CH:10]=[CH:9][C:8]=4[CH2:7][CH2:6][CH2:5]3)=[N:16][C:17]=2[CH:30]=1)=[O:32]. (4) Given the reactants Cl[C:2]1[N:7]=[CH:6][N:5]=[C:4]([NH:8][C:9]2[CH:14]=[CH:13][C:12]([S:15]([CH3:18])(=[O:17])=[O:16])=[CH:11][C:10]=2[F:19])[C:3]=1[CH3:20].[CH:21]([C:24]1[N:28]=[C:27]([N:29]2[CH2:34][CH2:33][CH:32]([OH:35])[CH2:31][CH2:30]2)[O:26][N:25]=1)([CH3:23])[CH3:22].CC(C)([O-])C.[K+].Cl.CCOCC, predict the reaction product. The product is: [F:19][C:10]1[CH:11]=[C:12]([S:15]([CH3:18])(=[O:17])=[O:16])[CH:13]=[CH:14][C:9]=1[NH:8][C:4]1[C:3]([CH3:20])=[C:2]([O:35][CH:32]2[CH2:33][CH2:34][N:29]([C:27]3[O:26][N:25]=[C:24]([CH:21]([CH3:23])[CH3:22])[N:28]=3)[CH2:30][CH2:31]2)[N:7]=[CH:6][N:5]=1.